Dataset: Catalyst prediction with 721,799 reactions and 888 catalyst types from USPTO. Task: Predict which catalyst facilitates the given reaction. (1) Reactant: [S:1]1[CH:5]=[CH:4][CH:3]=[CH:2]1.[C:6](O)(=[O:11])/[C:7](=[CH:9]/[CH3:10])/[CH3:8]. Product: [CH3:10][CH:9]1[C:3]2[CH:4]=[CH:5][S:1][C:2]=2[C:6](=[O:11])[CH:7]1[CH3:8]. The catalyst class is: 2. (2) Reactant: [F:1][CH:2]([F:29])[CH2:3][O:4][C:5]1[C:9]2[CH:10]=[N:11][C:12]([NH:14][C:15]([NH:17][C@@H:18]3[C@@H:22]([C:23]4[CH:28]=[CH:27][CH:26]=[CH:25][CH:24]=4)[CH2:21][NH:20][CH2:19]3)=[O:16])=[CH:13][C:8]=2[NH:7][N:6]=1.NC(N)=O.[C:34](O)(=[O:37])[CH2:35][OH:36].CN(C(ON1N=NC2C=CC=NC1=2)=[N+](C)C)C.F[P-](F)(F)(F)(F)F.CCN(C(C)C)C(C)C. Product: [F:29][CH:2]([F:1])[CH2:3][O:4][C:5]1[C:9]2[CH:10]=[N:11][C:12]([NH:14][C:15]([NH:17][C@@H:18]3[C@@H:22]([C:23]4[CH:28]=[CH:27][CH:26]=[CH:25][CH:24]=4)[CH2:21][N:20]([C:35](=[O:36])[CH2:34][OH:37])[CH2:19]3)=[O:16])=[CH:13][C:8]=2[NH:7][N:6]=1. The catalyst class is: 44. (3) Reactant: [NH2:1][C:2]1[CH:3]=[N:4][CH:5]=[CH:6][CH:7]=1.[H-].[Na+].[Cl:10][C:11]1[N:16]=[C:15](I)[N:14]=[C:13]([N:18]2[CH2:23][CH2:22][O:21][CH2:20][CH2:19]2)[CH:12]=1. Product: [Cl:10][C:11]1[CH:12]=[C:13]([N:18]2[CH2:23][CH2:22][O:21][CH2:20][CH2:19]2)[N:14]=[C:15]([NH:1][C:2]2[CH:3]=[N:4][CH:5]=[CH:6][CH:7]=2)[N:16]=1. The catalyst class is: 3. (4) Reactant: [F:1][C:2]1[CH:7]=[CH:6][C:5]([C:8]2[C:12]([C:13]#[C:14][C:15]3[CH:20]=[CH:19][CH:18]=[CH:17][CH:16]=3)=[C:11]([NH:21][C:22](=[O:24])[CH3:23])[N:10]([CH2:25][CH2:26]O)[N:9]=2)=[CH:4][CH:3]=1.C(N(CC)CC)C.CS(Cl)(=O)=O.[NH:40]1[CH2:45][CH2:44][O:43][CH2:42][CH2:41]1. Product: [F:1][C:2]1[CH:7]=[CH:6][C:5]([C:8]2[C:12]([C:13]#[C:14][C:15]3[CH:20]=[CH:19][CH:18]=[CH:17][CH:16]=3)=[C:11]([NH:21][C:22](=[O:24])[CH3:23])[N:10]([CH2:25][CH2:26][N:40]3[CH2:45][CH2:44][O:43][CH2:42][CH2:41]3)[N:9]=2)=[CH:4][CH:3]=1. The catalyst class is: 2. (5) Reactant: [Cl:1][C:2]1[CH:3]=[C:4]([CH2:9][N:10]2[C:14]([CH3:15])=[C:13]([C:16]([NH:18][C:19]3[CH:20]=[C:21]([CH:25]=[CH:26][CH:27]=3)[C:22]([OH:24])=O)=[O:17])[N:12]=[N:11]2)[CH:5]=[CH:6][C:7]=1[Cl:8].[CH2:28]([NH2:30])[CH3:29].CN(C(ON1N=NC2C=CC=NC1=2)=[N+](C)C)C.F[P-](F)(F)(F)(F)F.CCN(C(C)C)C(C)C. Product: [Cl:1][C:2]1[CH:3]=[C:4]([CH2:9][N:10]2[C:14]([CH3:15])=[C:13]([C:16]([NH:18][C:19]3[CH:27]=[CH:26][CH:25]=[C:21]([C:22]([NH:30][CH2:28][CH3:29])=[O:24])[CH:20]=3)=[O:17])[N:12]=[N:11]2)[CH:5]=[CH:6][C:7]=1[Cl:8]. The catalyst class is: 118. (6) Reactant: [N-:1]=[N+:2]=[N-:3].[Na+].[Br:5][C:6]1[CH:11]=[CH:10][CH:9]=[C:8]([CH2:12]Br)[N:7]=1. Product: [N:1]([CH2:12][C:8]1[CH:9]=[CH:10][CH:11]=[C:6]([Br:5])[N:7]=1)=[N+:2]=[N-:3]. The catalyst class is: 58.